From a dataset of Catalyst prediction with 721,799 reactions and 888 catalyst types from USPTO. Predict which catalyst facilitates the given reaction. (1) Reactant: [Cl:1][C:2]1[CH:7]=[CH:6][N:5]=[CH:4][CH:3]=1.O.[NH2:9][NH2:10]. Product: [ClH:1].[NH:9]([C:2]1[CH:7]=[CH:6][N:5]=[CH:4][CH:3]=1)[NH2:10]. The catalyst class is: 259. (2) Reactant: [N-:1]=[N+:2]=[N-:3].[Na+].[F:5][C:6]([F:19])([F:18])[O:7][C:8]1[CH:9]=[C:10]([CH:15]=[CH:16][CH:17]=1)[C:11](=[O:14])[CH2:12]Br. Product: [N:1]([CH2:12][C:11]([C:10]1[CH:15]=[CH:16][CH:17]=[C:8]([O:7][C:6]([F:5])([F:18])[F:19])[CH:9]=1)=[O:14])=[N+:2]=[N-:3]. The catalyst class is: 5. (3) Reactant: [OH:1][CH2:2][CH:3]1[CH2:8][CH2:7][NH:6][CH2:5][CH2:4]1.C(N(CC)CC)C.[C:16](O[C:16]([O:18][C:19]([CH3:22])([CH3:21])[CH3:20])=[O:17])([O:18][C:19]([CH3:22])([CH3:21])[CH3:20])=[O:17]. The catalyst class is: 789. Product: [C:19]([O:18][C:16]([N:6]1[CH2:7][CH2:8][CH:3]([CH2:2][OH:1])[CH2:4][CH2:5]1)=[O:17])([CH3:22])([CH3:21])[CH3:20]. (4) Reactant: [OH:1][C:2]1([CH:8]([C:12]2[CH:17]=[CH:16][CH:15]=[CH:14][CH:13]=2)C(O)=O)[CH2:7][CH2:6][CH2:5][CH2:4][CH2:3]1.C1(P([N:32]=[N+]=[N-])(C2C=CC=CC=2)=O)C=CC=CC=1.CCO[C:38](C)=[O:39]. Product: [C:12]1([CH:8]2[C:2]3([CH2:3][CH2:4][CH2:5][CH2:6][CH2:7]3)[O:1][C:38](=[O:39])[NH:32]2)[CH:13]=[CH:14][CH:15]=[CH:16][CH:17]=1. The catalyst class is: 345. (5) Reactant: Br[C:2]1[CH:9]=[CH:8][C:5]([C:6]#[N:7])=[CH:4][C:3]=1[CH3:10].C([Li])CCC.[C:16](=[O:18])=[O:17]. Product: [C:6]([C:5]1[CH:8]=[CH:9][C:2]([C:16]([OH:18])=[O:17])=[C:3]([CH3:10])[CH:4]=1)#[N:7]. The catalyst class is: 7. (6) Reactant: [CH2:1]([O:3][C:4]([C:6]1[C:11](=[O:12])[NH:10][C:9]2[N:13]([CH:16]([CH3:18])[CH3:17])[N:14]=[CH:15][C:8]=2[C:7]=1O)=[O:5])[CH3:2].O=P(Cl)(Cl)[Cl:22].O. Product: [CH2:1]([O:3][C:4]([C:6]1[C:11](=[O:12])[NH:10][C:9]2[N:13]([CH:16]([CH3:18])[CH3:17])[N:14]=[CH:15][C:8]=2[C:7]=1[Cl:22])=[O:5])[CH3:2]. The catalyst class is: 23. (7) Product: [Si:15]([O:10][CH:6]([CH2:7][CH:8]=[CH2:9])[CH2:5][CH:4]=[CH2:3])([C:11]([CH3:14])([CH3:13])[CH3:12])([C:23]1[CH:24]=[CH:25][CH:26]=[CH:27][CH:28]=1)[C:17]1[CH:22]=[CH:21][CH:20]=[CH:19][CH:18]=1. Reactant: [H-].[Na+].[CH2:3]=[CH:4][CH2:5][CH:6]([OH:10])[CH2:7][CH:8]=[CH2:9].[C:11]([Si:15]([C:23]1[CH:28]=[CH:27][CH:26]=[CH:25][CH:24]=1)([C:17]1[CH:22]=[CH:21][CH:20]=[CH:19][CH:18]=1)Cl)([CH3:14])([CH3:13])[CH3:12]. The catalyst class is: 1. (8) Reactant: [N+:1]([C:4]1[CH:12]=[CH:11][C:7]2[S:8][CH:9]=[CH:10][C:6]=2[CH:5]=1)([O-])=O. Product: [S:8]1[CH:9]=[CH:10][C:6]2[CH:5]=[C:4]([NH2:1])[CH:12]=[CH:11][C:7]1=2. The catalyst class is: 63. (9) Reactant: [Br:1][C:2]1[C:3]([F:20])=[CH:4][C:5]([N+:17]([O-])=O)=[C:6]([CH:16]=1)[NH:7][CH2:8][C:9]1[CH:14]=[CH:13][CH:12]=[C:11]([F:15])[CH:10]=1.O.NN.O. Product: [Br:1][C:2]1[CH:16]=[C:6]([NH:7][CH2:8][C:9]2[CH:14]=[CH:13][CH:12]=[C:11]([F:15])[CH:10]=2)[C:5]([NH2:17])=[CH:4][C:3]=1[F:20]. The catalyst class is: 94.